From a dataset of Forward reaction prediction with 1.9M reactions from USPTO patents (1976-2016). Predict the product of the given reaction. (1) Given the reactants [C:1]([O:5][C:6]([NH:8][CH:9]1[CH2:14][CH2:13][C:12]([F:16])([F:15])[CH2:11][CH:10]1[C:17](OCC)=[O:18])=[O:7])([CH3:4])([CH3:3])[CH3:2].[H-].[H-].[H-].[H-].[Li+].[Al+3].[OH-].[Na+], predict the reaction product. The product is: [F:15][C:12]1([F:16])[CH2:13][CH2:14][CH:9]([NH:8][C:6](=[O:7])[O:5][C:1]([CH3:4])([CH3:2])[CH3:3])[CH:10]([CH2:17][OH:18])[CH2:11]1. (2) Given the reactants [CH:1]([N:14]1[CH2:19][CH2:18][N:17]([NH:20][C:21]([CH:23]2[CH2:28][N:27](C(OC(C)(C)C)=O)[CH2:26][CH2:25][N:24]2[S:36]([C:39]2[CH:44]=[CH:43][C:42]([O:45][CH3:46])=[C:41]([O:47][CH3:48])[CH:40]=2)(=[O:38])=[O:37])=[O:22])[CH2:16][CH2:15]1)([C:8]1[CH:13]=[CH:12][CH:11]=[CH:10][CH:9]=1)[C:2]1[CH:7]=[CH:6][CH:5]=[CH:4][CH:3]=1.FC(F)(F)C(O)=O, predict the reaction product. The product is: [CH:1]([N:14]1[CH2:19][CH2:18][N:17]([NH:20][C:21]([CH:23]2[CH2:28][NH:27][CH2:26][CH2:25][N:24]2[S:36]([C:39]2[CH:44]=[CH:43][C:42]([O:45][CH3:46])=[C:41]([O:47][CH3:48])[CH:40]=2)(=[O:38])=[O:37])=[O:22])[CH2:16][CH2:15]1)([C:2]1[CH:7]=[CH:6][CH:5]=[CH:4][CH:3]=1)[C:8]1[CH:13]=[CH:12][CH:11]=[CH:10][CH:9]=1.